Dataset: Peptide-MHC class I binding affinity with 185,985 pairs from IEDB/IMGT. Task: Regression. Given a peptide amino acid sequence and an MHC pseudo amino acid sequence, predict their binding affinity value. This is MHC class I binding data. (1) The peptide sequence is DFAGKTVWF. The MHC is HLA-A24:02 with pseudo-sequence HLA-A24:02. The binding affinity (normalized) is 0.259. (2) The peptide sequence is APRGFRAAF. The MHC is HLA-B18:01 with pseudo-sequence HLA-B18:01. The binding affinity (normalized) is 0.0847.